Dataset: Peptide-MHC class II binding affinity with 134,281 pairs from IEDB. Task: Regression. Given a peptide amino acid sequence and an MHC pseudo amino acid sequence, predict their binding affinity value. This is MHC class II binding data. (1) The peptide sequence is LTKFVAAALHNVKCK. The MHC is DRB1_0101 with pseudo-sequence DRB1_0101. The binding affinity (normalized) is 0.920. (2) The peptide sequence is TDDNEEPIAPYHFDLSGHAF. The MHC is DRB1_0301 with pseudo-sequence DRB1_0301. The binding affinity (normalized) is 0.159. (3) The peptide sequence is EIMKHIVKIEVKGEEAVKKE. The MHC is DRB1_1501 with pseudo-sequence DRB1_1501. The binding affinity (normalized) is 0.464. (4) The peptide sequence is YDSNIMNSINNVMDE. The MHC is HLA-DQA10301-DQB10302 with pseudo-sequence HLA-DQA10301-DQB10302. The binding affinity (normalized) is 0.264. (5) The peptide sequence is AAGYVSGVAALVRSR. The MHC is DRB1_1101 with pseudo-sequence DRB1_1101. The binding affinity (normalized) is 0.276.